This data is from Forward reaction prediction with 1.9M reactions from USPTO patents (1976-2016). The task is: Predict the product of the given reaction. (1) Given the reactants Cl[C:2]1[CH:11]=[CH:10][C:9]2[C:4](=[C:5]([C:15]3[C:24]4[C:19](=[CH:20][CH:21]=[CH:22][CH:23]=4)[CH:18]=[CH:17][CH:16]=3)[CH:6]=[C:7]([N+:12]([O-:14])=[O:13])[CH:8]=2)[N:3]=1.C1(C)C=CC=CC=1.[CH2:32]([O:34][P:35]([O-:39])[O:36][CH2:37][CH3:38])[CH3:33].CCN(CC)CC, predict the reaction product. The product is: [CH2:32]([O:34][P:35]([C:2]1[CH:11]=[CH:10][C:9]2[C:4](=[C:5]([C:15]3[C:24]4[C:19](=[CH:20][CH:21]=[CH:22][CH:23]=4)[CH:18]=[CH:17][CH:16]=3)[CH:6]=[C:7]([N+:12]([O-:14])=[O:13])[CH:8]=2)[N:3]=1)(=[O:39])[O:36][CH2:37][CH3:38])[CH3:33]. (2) Given the reactants [Br:1][C:2]1[CH:3]=[CH:4][C:5]([Cl:25])=[C:6]([C:8]2[C:17]3[C:12](=[CH:13][CH:14]=[CH:15][CH:16]=3)[CH:11]=[C:10](C(N[C@@H](C)CC)=O)[N:9]=2)[CH:7]=1.[CH3:26][N:27](C)[CH:28]=[O:29].[H-].[Na+].CI, predict the reaction product. The product is: [Br:1][C:2]1[CH:3]=[CH:4][C:5]([Cl:25])=[C:6]([C:8]2[C:17]3[C:12](=[CH:13][CH:14]=[CH:15][CH:16]=3)[C:11]([C@@H:2]([CH3:3])[CH2:7][CH3:6])=[C:10]([C:28]([NH:27][CH3:26])=[O:29])[N:9]=2)[CH:7]=1. (3) Given the reactants CO[CH:3]=[C:4]1[C:13]2[C:8](=[CH:9][CH:10]=[CH:11][CH:12]=2)[C:7](=[O:14])[NH:6][C:5]1=[O:15].[N:16]1([CH2:21][CH2:22][C:23]2[CH:24]=[C:25]([NH2:29])[CH:26]=[CH:27][CH:28]=2)[CH2:20][CH2:19][CH2:18][CH2:17]1, predict the reaction product. The product is: [N:16]1([CH2:21][CH2:22][C:23]2[CH:24]=[C:25]([NH:29]/[CH:3]=[C:4]3\[C:5](=[O:15])[NH:6][C:7](=[O:14])[C:8]4[C:13]\3=[CH:12][CH:11]=[CH:10][CH:9]=4)[CH:26]=[CH:27][CH:28]=2)[CH2:20][CH2:19][CH2:18][CH2:17]1. (4) Given the reactants [F:1][C:2]1[CH:3]=[C:4]([N:26]2[CH2:30][C@H:29]([CH2:31][NH:32][C:33](=[O:35])[CH3:34])[O:28][C:27]2=[O:36])[CH:5]=[C:6]([F:25])[C:7]=1[N:8]1[CH2:13][CH2:12][CH:11]([N:14]2[N:18]=[N:17][C:16]([N:19]3[CH2:24][CH2:23][NH:22][CH2:21][CH2:20]3)=[N:15]2)[CH2:10][CH2:9]1.[CH:37](O)=O.C=O.C([O-])([O-])=O.[Na+].[Na+], predict the reaction product. The product is: [CH3:37][N:22]1[CH2:21][CH2:20][N:19]([C:16]2[N:17]=[N:18][N:14]([CH:11]3[CH2:12][CH2:13][N:8]([C:7]4[C:6]([F:25])=[CH:5][C:4]([N:26]5[CH2:30][C@H:29]([CH2:31][NH:32][C:33](=[O:35])[CH3:34])[O:28][C:27]5=[O:36])=[CH:3][C:2]=4[F:1])[CH2:9][CH2:10]3)[N:15]=2)[CH2:24][CH2:23]1. (5) Given the reactants [NH2:1][C:2]1[C:3]([F:32])=[C:4]([C:9]2[C:13]([C:14]3[CH:19]=[CH:18][N:17]=[C:16]([NH:20][CH2:21][C@@H:22]([NH:24][C:25](=[O:28])[O:26][CH3:27])[CH3:23])[N:15]=3)=[CH:12][N:11]([CH:29]([CH3:31])[CH3:30])[N:10]=2)[CH:5]=[C:6]([Cl:8])[CH:7]=1.[CH2:33]([S:36](Cl)(=[O:38])=[O:37])[CH2:34][CH3:35], predict the reaction product. The product is: [Cl:8][C:6]1[CH:7]=[C:2]([NH:1][S:36]([CH2:33][CH2:34][CH3:35])(=[O:38])=[O:37])[C:3]([F:32])=[C:4]([C:9]2[C:13]([C:14]3[CH:19]=[CH:18][N:17]=[C:16]([NH:20][CH2:21][C@@H:22]([NH:24][C:25](=[O:28])[O:26][CH3:27])[CH3:23])[N:15]=3)=[CH:12][N:11]([CH:29]([CH3:31])[CH3:30])[N:10]=2)[CH:5]=1. (6) Given the reactants [CH2:1]([C:3]([C:21]1[CH:26]=[CH:25][C:24]([OH:27])=[C:23]([CH3:28])[CH:22]=1)([C:6]1[CH:11]=[CH:10][C:9]([C:12]#[C:13][C:14]([CH2:18][CH3:19])([OH:17])[CH2:15][CH3:16])=[C:8]([CH3:20])[CH:7]=1)[CH2:4][CH3:5])[CH3:2].[O:29]=[C:30]1[O:34][C@@H:33]([CH2:35]OS(C2C=CC(C)=CC=2)(=O)=O)[CH2:32][CH2:31]1, predict the reaction product. The product is: [CH2:1]([C:3]([C:21]1[CH:26]=[CH:25][C:24]([O:27][CH2:35][C@@H:33]2[O:34][C:30](=[O:29])[CH2:31][CH2:32]2)=[C:23]([CH3:28])[CH:22]=1)([C:6]1[CH:11]=[CH:10][C:9]([C:12]#[C:13][C:14]([CH2:15][CH3:16])([OH:17])[CH2:18][CH3:19])=[C:8]([CH3:20])[CH:7]=1)[CH2:4][CH3:5])[CH3:2].